Dataset: Full USPTO retrosynthesis dataset with 1.9M reactions from patents (1976-2016). Task: Predict the reactants needed to synthesize the given product. (1) Given the product [Cl:17][C:11]1[C:12]([N:14]([CH3:16])[CH3:15])=[CH:13][C:8]2[N:7]=[C:21]([C:23]3[CH:28]=[CH:27][N:26]=[C:25]([C:29]#[N:30])[CH:24]=3)[CH2:20][C:19](=[O:31])[NH:18][C:9]=2[CH:10]=1, predict the reactants needed to synthesize it. The reactants are: C(OC(=O)[NH:7][C:8]1[CH:13]=[C:12]([N:14]([CH3:16])[CH3:15])[C:11]([Cl:17])=[CH:10][C:9]=1[NH:18][C:19](=[O:31])[CH2:20][C:21]([C:23]1[CH:28]=[CH:27][N:26]=[C:25]([C:29]#[N:30])[CH:24]=1)=O)(C)(C)C.C(O)(C(F)(F)F)=O. (2) Given the product [C:1]([O:5][C:6]([N:8]([CH3:44])[C@H:9]([C:19]([NH:21][C@H:22]([C:27]([N:29]([C@@H:31]([CH2:40][CH2:41][CH2:42][CH3:43])/[CH:32]=[C:33](/[C:35]([OH:37])=[O:36])\[CH3:34])[CH3:30])=[O:28])[C:23]([CH3:26])([CH3:24])[CH3:25])=[O:20])[C:10]([CH3:17])([CH3:18])[C:11]1[CH:12]=[CH:13][CH:14]=[CH:15][CH:16]=1)=[O:7])([CH3:2])([CH3:3])[CH3:4], predict the reactants needed to synthesize it. The reactants are: [C:1]([O:5][C:6]([N:8]([CH3:44])[C@H:9]([C:19]([NH:21][C@H:22]([C:27]([N:29]([C@@H:31]([CH2:40][CH2:41][CH2:42][CH3:43])/[CH:32]=[C:33](/[C:35]([O:37]CC)=[O:36])\[CH3:34])[CH3:30])=[O:28])[C:23]([CH3:26])([CH3:25])[CH3:24])=[O:20])[C:10]([CH3:18])([CH3:17])[C:11]1[CH:16]=[CH:15][CH:14]=[CH:13][CH:12]=1)=[O:7])([CH3:4])([CH3:3])[CH3:2].[OH-].[Li+]. (3) Given the product [Cl:1][C:2]1[CH:10]=[C:9]2[C:5]([C:6]([CH2:18][C:19]([F:22])([F:20])[F:21])=[CH:7][N:8]2[C:11]([O:13][C:14]([CH3:16])([CH3:17])[CH3:15])=[O:12])=[CH:4][CH:3]=1, predict the reactants needed to synthesize it. The reactants are: [Cl:1][C:2]1[CH:10]=[C:9]2[C:5]([C:6]([CH:18](OC(OC3C=CC=CC=3)=S)[C:19]([F:22])([F:21])[F:20])=[CH:7][N:8]2[C:11]([O:13][C:14]([CH3:17])([CH3:16])[CH3:15])=[O:12])=[CH:4][CH:3]=1.C([SnH](CCCC)CCCC)CCC.N(C(C)(C)C#N)=NC(C)(C)C#N. (4) Given the product [CH3:31][C:29]1[CH:28]=[CH:27][C:26]([O:32][CH3:33])=[C:25]([NH2:24])[CH:30]=1, predict the reactants needed to synthesize it. The reactants are: ICl.C1C(=O)N(Br)C(=O)C1.IC1C2OC=CC=2C=C(S([NH:24][C:25]2[CH:30]=[C:29]([CH3:31])[CH:28]=[CH:27][C:26]=2[O:32][CH3:33])(=O)=O)C=1. (5) The reactants are: C([O:3][C:4]([C@H:6]1[CH2:11][CH2:10][C@H:9]([O:12][C:13]2[N:18]=[CH:17][CH:16]=[CH:15][N:14]=2)[CH2:8][CH2:7]1)=[O:5])C.[OH-].[Na+]. Given the product [N:14]1[CH:15]=[CH:16][CH:17]=[N:18][C:13]=1[O:12][C@H:9]1[CH2:8][CH2:7][C@H:6]([C:4]([OH:5])=[O:3])[CH2:11][CH2:10]1, predict the reactants needed to synthesize it. (6) The reactants are: [O:1]1[C:6]2[CH:7]=[CH:8][C:9]([CH2:11][NH:12][C:13]3[CH:18]=[CH:17][CH:16]=[C:15]([C:19]4[NH:23]N=NN=4)[CH:14]=3)=[CH:10][C:5]=2[O:4][CH2:3][CH2:2]1.[C:24](Cl)(=[O:27])[CH2:25][CH3:26]. Given the product [C:19]([C:15]1[CH:14]=[C:13]([N:12]([CH2:11][C:9]2[CH:8]=[CH:7][C:6]3[O:1][CH2:2][CH2:3][O:4][C:5]=3[CH:10]=2)[C:24](=[O:27])[CH2:25][CH3:26])[CH:18]=[CH:17][CH:16]=1)#[N:23], predict the reactants needed to synthesize it. (7) Given the product [Br:1][C:2]1[CH:29]=[CH:28][CH:27]=[CH:26][C:3]=1[CH2:4][C:5]1[O:6][C:7]([CH3:25])=[C:8]([CH3:24])[C:9]=1[C:10]([C:12]1[CH:17]=[CH:16][C:15]([O:18][S:31]([C:34]2[CH:42]=[CH:41][C:37]([C:38]([OH:40])=[O:39])=[C:36]([OH:43])[CH:35]=2)(=[O:33])=[O:32])=[C:14]([CH:19]2[CH2:23][CH2:22][CH2:21][CH2:20]2)[CH:13]=1)=[O:11], predict the reactants needed to synthesize it. The reactants are: [Br:1][C:2]1[CH:29]=[CH:28][CH:27]=[CH:26][C:3]=1[CH2:4][C:5]1[O:6][C:7]([CH3:25])=[C:8]([CH3:24])[C:9]=1[C:10]([C:12]1[CH:17]=[CH:16][C:15]([OH:18])=[C:14]([CH:19]2[CH2:23][CH2:22][CH2:21][CH2:20]2)[CH:13]=1)=[O:11].Cl[S:31]([C:34]1[CH:42]=[CH:41][C:37]([C:38]([OH:40])=[O:39])=[C:36]([OH:43])[CH:35]=1)(=[O:33])=[O:32]. (8) Given the product [Cl:24][C:21]1[CH:20]=[CH:19][C:18]([C:12]2[C:11]3[CH2:10][CH2:9][NH:8][CH2:17][CH2:16][C:15]=3[N:14]([CH2:28][C:27]3[C:30]([CH3:34])=[CH:31][CH:32]=[CH:33][C:26]=3[CH3:25])[N:13]=2)=[CH:23][CH:22]=1, predict the reactants needed to synthesize it. The reactants are: C(OC([N:8]1[CH2:17][CH2:16][C:15]2[NH:14][N:13]=[C:12]([C:18]3[CH:23]=[CH:22][C:21]([Cl:24])=[CH:20][CH:19]=3)[C:11]=2[CH2:10][CH2:9]1)=O)(C)(C)C.[CH3:25][C:26]1[CH:33]=[CH:32][CH:31]=[C:30]([CH3:34])[C:27]=1[CH2:28]Cl. (9) Given the product [Si:1]([O:8][CH:9]1[CH2:10][NH:11][CH2:12][CH:13]([C:15]([NH:16][C:17]2[CH:22]=[CH:21][C:20]([Cl:23])=[CH:19][CH:18]=2)=[O:24])[CH2:14]1)([C:4]([CH3:7])([CH3:6])[CH3:5])([CH3:3])[CH3:2], predict the reactants needed to synthesize it. The reactants are: [Si:1]([O:8][CH:9]1[CH2:14][CH:13]([C:15](=[O:24])[NH:16][C:17]2[CH:22]=[CH:21][C:20]([Cl:23])=[CH:19][CH:18]=2)[CH2:12][N:11](C(OC(C)(C)C)=O)[CH2:10]1)([C:4]([CH3:7])([CH3:6])[CH3:5])([CH3:3])[CH3:2].N1C(C)=CC=CC=1C.FC(F)(F)S(O[Si](C)(C)C)(=O)=O. (10) Given the product [CH3:1][N:2]([CH2:3][CH2:4][C:5]#[C:6][C:7]1[CH:12]=[CH:11][CH:10]=[CH:9][N:8]=1)[S:19]([C:18]1[C:14]([CH3:13])=[N:15][O:16][C:17]=1[CH3:23])(=[O:21])=[O:20], predict the reactants needed to synthesize it. The reactants are: [CH3:1][NH:2][CH2:3][CH2:4][C:5]#[C:6][C:7]1[CH:12]=[CH:11][CH:10]=[CH:9][N:8]=1.[CH3:13][C:14]1[C:18]([S:19](Cl)(=[O:21])=[O:20])=[C:17]([CH3:23])[O:16][N:15]=1.